This data is from Forward reaction prediction with 1.9M reactions from USPTO patents (1976-2016). The task is: Predict the product of the given reaction. (1) The product is: [NH2:17][C:16]1[C:4]([C:2]#[N:3])=[C:5]([CH:13]=[CH:14][CH:15]=1)[O:6][CH2:7][C@@H:8]1[CH2:12][CH2:11][CH2:10][N:9]1[C:23]([NH:22][CH2:20][CH3:21])=[O:24]. Given the reactants [Cl-].[C:2]([C:4]1[C:16]([N+:17]([O-])=O)=[CH:15][CH:14]=[CH:13][C:5]=1[O:6][CH2:7][C@@H:8]1[CH2:12][CH2:11][CH2:10][NH2+:9]1)#[N:3].[CH2:20]([N:22]=[C:23]=[O:24])[CH3:21], predict the reaction product. (2) The product is: [Cl:1][C:2]1[CH:12]=[C:11]([Cl:13])[CH:10]=[CH:9][C:3]=1[O:4][CH2:5][C:6]([NH:14][C:15]1[CH:20]=[CH:19][CH:18]=[C:17]([OH:21])[CH:16]=1)=[O:8]. Given the reactants [Cl:1][C:2]1[CH:12]=[C:11]([Cl:13])[CH:10]=[CH:9][C:3]=1[O:4][CH2:5][C:6]([OH:8])=O.[NH2:14][C:15]1[CH:16]=[C:17]([OH:21])[CH:18]=[CH:19][CH:20]=1.F[P-](F)(F)(F)(F)F.[PH4+].C(N(CC)C(C)C)(C)C, predict the reaction product. (3) Given the reactants [H-].[Na+].[Si:3]([O:10][CH2:11][C:12]1[N:17]=[C:16]([C:18]2([OH:24])[CH2:23][CH2:22][O:21][CH2:20][CH2:19]2)[CH:15]=[CH:14][CH:13]=1)([C:6]([CH3:9])([CH3:8])[CH3:7])([CH3:5])[CH3:4].IC.[CH3:27]COC(C)=O.CCCCCC, predict the reaction product. The product is: [Si:3]([O:10][CH2:11][C:12]1[CH:13]=[CH:14][CH:15]=[C:16]([C:18]2([O:24][CH3:27])[CH2:23][CH2:22][O:21][CH2:20][CH2:19]2)[N:17]=1)([C:6]([CH3:9])([CH3:7])[CH3:8])([CH3:5])[CH3:4]. (4) Given the reactants C[O:2][C:3]1[CH:4]=[C:5]2[C:10](=[CH:11][CH:12]=1)[C:9]([O:13][C:14]1[CH:28]=[CH:27][C:17]([O:18][CH2:19][CH2:20][N:21]3[CH2:26][CH2:25][CH2:24][CH2:23][CH2:22]3)=[CH:16][CH:15]=1)=[C:8]([C:29]1[CH:34]=[CH:33][C:32]([S:35][CH3:36])=[C:31]([CH3:37])[CH:30]=1)[CH:7]=[CH:6]2.Cl.B(Br)(Br)Br.O, predict the reaction product. The product is: [CH3:37][C:31]1[CH:30]=[C:29]([C:8]2[C:9]([O:13][C:14]3[CH:28]=[CH:27][C:17]([O:18][CH2:19][CH2:20][N:21]4[CH2:26][CH2:25][CH2:24][CH2:23][CH2:22]4)=[CH:16][CH:15]=3)=[C:10]3[C:5](=[CH:6][CH:7]=2)[CH:4]=[C:3]([OH:2])[CH:12]=[CH:11]3)[CH:34]=[CH:33][C:32]=1[S:35][CH3:36]. (5) Given the reactants Br[C:2]1[C:3]2[CH:4]3[CH2:22][CH2:21][N:20](C(OC(C)(C)C)=O)[CH2:19][CH2:18][CH:5]3[N:6](C(OC(C)(C)C)=O)[C:7]=2[CH:8]=[CH:9][CH:10]=1.P([O-])([O-])([O-])=O.[K+].[K+].[K+].B(O)O.N#N.[CH3:43][N:44]([CH:46]=O)C, predict the reaction product. The product is: [N:44]1[C:43]2[C:2](=[CH:10][CH:9]=[CH:8][CH:7]=2)[CH:3]=[C:4]([C:2]2[C:3]3[C@@H:4]4[CH2:22][CH2:21][NH:20][CH2:19][CH2:18][C@@H:5]4[NH:6][C:7]=3[CH:8]=[CH:9][CH:10]=2)[CH:46]=1. (6) Given the reactants [Cl:1][C:2]1[CH:37]=[CH:36][C:5]([C:6]([N:8]2[CH2:14][C:13]3[CH:15]=[C:16]([C:19]#[N:20])[CH:17]=[CH:18][C:12]=3[N:11]([CH2:21][C:22]3[CH:27]=[CH:26][C:25]([C:28]([N:30]4[CH2:34][CH:33]=[CH:32][CH2:31]4)=[O:29])=[CH:24][CH:23]=3)[C:10](=[O:35])[CH2:9]2)=[O:7])=[CH:4][CH:3]=1.C([Sn]([N:51]=[N+:52]=[N-:53])(CCCC)CCCC)CCC, predict the reaction product. The product is: [Cl:1][C:2]1[CH:3]=[CH:4][C:5]([C:6]([N:8]2[CH2:14][C:13]3[CH:15]=[C:16]([C:19]4[NH:53][N:52]=[N:51][N:20]=4)[CH:17]=[CH:18][C:12]=3[N:11]([CH2:21][C:22]3[CH:27]=[CH:26][C:25]([C:28]([N:30]4[CH2:31][CH:32]=[CH:33][CH2:34]4)=[O:29])=[CH:24][CH:23]=3)[C:10](=[O:35])[CH2:9]2)=[O:7])=[CH:36][CH:37]=1. (7) Given the reactants Br[C:2]1[CH:9]=[C:8]([C:10]2([CH3:15])[O:14][CH2:13][CH2:12][O:11]2)[CH:7]=[CH:6][C:3]=1[C:4]#[N:5].[O:16]1[CH2:21][CH2:20][CH:19]([O:22][CH2:23][CH2:24][O:25][C:26]2[CH:31]=[CH:30][C:29]([NH2:32])=[CH:28][CH:27]=2)[CH2:18][CH2:17]1, predict the reaction product. The product is: [CH3:15][C:10]1([C:8]2[CH:7]=[CH:6][C:3]([C:4]#[N:5])=[C:2]([NH:32][C:29]3[CH:30]=[CH:31][C:26]([O:25][CH2:24][CH2:23][O:22][CH:19]4[CH2:20][CH2:21][O:16][CH2:17][CH2:18]4)=[CH:27][CH:28]=3)[CH:9]=2)[O:14][CH2:13][CH2:12][O:11]1. (8) Given the reactants FC(F)(F)C(O)=O.[NH2:8][CH2:9][C:10]1[CH:34]=[C:33]([F:35])[CH:32]=[CH:31][C:11]=1[CH2:12][O:13][C:14]1[CH:19]=[C:18]([CH3:20])[N:17]([C:21]2[C:26]([F:27])=[CH:25][CH:24]=[CH:23][C:22]=2[F:28])[C:16](=[O:29])[C:15]=1[Cl:30].CN1CCOCC1.[CH2:43]([O:45][C:46](Cl)=[O:47])[CH3:44], predict the reaction product. The product is: [Cl:30][C:15]1[C:16](=[O:29])[N:17]([C:21]2[C:22]([F:28])=[CH:23][CH:24]=[CH:25][C:26]=2[F:27])[C:18]([CH3:20])=[CH:19][C:14]=1[O:13][CH2:12][C:11]1[CH:31]=[CH:32][C:33]([F:35])=[CH:34][C:10]=1[CH2:9][NH:8][C:46](=[O:47])[O:45][CH2:43][CH3:44]. (9) The product is: [C:1]([CH2:3][NH:4][C:5](=[O:33])[CH:6]([O:11][CH:12]([C:13]1[CH:18]=[CH:17][C:16]([C:19]([N:21]2[CH2:22][CH2:23][N:24]([S:35]([CH3:34])(=[O:37])=[O:36])[CH2:25][CH2:26]2)=[O:20])=[CH:15][CH:14]=1)[C:27]1[CH:32]=[CH:31][CH:30]=[CH:29][CH:28]=1)[CH2:7][CH:8]([CH3:10])[CH3:9])#[N:2]. Given the reactants [C:1]([CH2:3][NH:4][C:5](=[O:33])[CH:6]([O:11][CH:12]([C:27]1[CH:32]=[CH:31][CH:30]=[CH:29][CH:28]=1)[C:13]1[CH:18]=[CH:17][C:16]([C:19]([N:21]2[CH2:26][CH2:25][NH:24][CH2:23][CH2:22]2)=[O:20])=[CH:15][CH:14]=1)[CH2:7][CH:8]([CH3:10])[CH3:9])#[N:2].[CH3:34][S:35](Cl)(=[O:37])=[O:36].C(=O)([O-])[O-].[Cs+].[Cs+], predict the reaction product.